Dataset: Full USPTO retrosynthesis dataset with 1.9M reactions from patents (1976-2016). Task: Predict the reactants needed to synthesize the given product. The reactants are: [OH:1][CH2:2][C@@H:3]([NH:5][CH:6]([CH3:12])[CH2:7][CH2:8][C:9](O)=[O:10])[CH3:4]. Given the product [OH:1][CH2:2][C@@H:3]([N:5]1[CH:6]([CH3:12])[CH2:7][CH2:8][C:9]1=[O:10])[CH3:4], predict the reactants needed to synthesize it.